The task is: Predict the reaction yield, written as a fraction of the theoretical maximum amount of product (1.0 means a 100% yield; for example, 0.34 means a 34% yield).. This data is from Reaction yield outcomes from USPTO patents with 853,638 reactions. (1) The reactants are [Cl:1][C:2]1[CH:7]=[CH:6][C:5]([C:8]2[C:13]([Cl:14])=[CH:12][CH:11]=[C:10]([CH2:15][NH:16][CH2:17][C:18]3[CH:23]=[CH:22][C:21]([F:24])=[CH:20][CH:19]=3)[CH:9]=2)=[CH:4][CH:3]=1.C(N(CC)CC)C.[Cl:32][C:33]1[C:34]([OH:44])=[C:35]([S:40](Cl)(=[O:42])=[O:41])[CH:36]=[C:37]([Cl:39])[CH:38]=1. The catalyst is C(Cl)Cl. The product is [Cl:32][C:33]1[C:34]([OH:44])=[C:35]([S:40]([N:16]([CH2:15][C:10]2[CH:9]=[C:8]([C:5]3[CH:6]=[CH:7][C:2]([Cl:1])=[CH:3][CH:4]=3)[C:13]([Cl:14])=[CH:12][CH:11]=2)[CH2:17][C:18]2[CH:19]=[CH:20][C:21]([F:24])=[CH:22][CH:23]=2)(=[O:42])=[O:41])[CH:36]=[C:37]([Cl:39])[CH:38]=1. The yield is 0.460. (2) The reactants are [C:1](=[O:19])([O:17][CH3:18])[O:2][C:3]1[CH:8]=[CH:7][C:6]([F:9])=[CH:5][C:4]=1[C:10]1([CH3:16])[CH2:15][CH2:14][CH2:13][CH2:12][CH2:11]1.[N+:20]([O-])([O-:22])=[O:21].[K+]. The catalyst is S(=O)(=O)(O)O. The product is [C:1](=[O:19])([O:17][CH3:18])[O:2][C:3]1[CH:8]=[C:7]([N+:20]([O-:22])=[O:21])[C:6]([F:9])=[CH:5][C:4]=1[C:10]1([CH3:16])[CH2:15][CH2:14][CH2:13][CH2:12][CH2:11]1. The yield is 0.810. (3) The catalyst is C1COCC1.CO. The reactants are [Cl:1][C:2]1[CH:3]=[C:4]2[C:9](=[CH:10][C:11]=1[O:12][C:13]1[CH:18]=[CH:17][C:16]([C:19](=[O:34])[NH:20][C:21]3[CH:25]=[CH:24][N:23]([C:26]4[CH:31]=[CH:30][C:29]([F:32])=[C:28]([F:33])[CH:27]=4)[N:22]=3)=[CH:15][CH:14]=1)[O:8][CH2:7][CH2:6][CH:5]2[C:35]([O:37]CC)=[O:36].[OH-].[Na+]. The product is [Cl:1][C:2]1[CH:3]=[C:4]2[C:9](=[CH:10][C:11]=1[O:12][C:13]1[CH:18]=[CH:17][C:16]([C:19](=[O:34])[NH:20][C:21]3[CH:25]=[CH:24][N:23]([C:26]4[CH:31]=[CH:30][C:29]([F:32])=[C:28]([F:33])[CH:27]=4)[N:22]=3)=[CH:15][CH:14]=1)[O:8][CH2:7][CH2:6][CH:5]2[C:35]([OH:37])=[O:36]. The yield is 0.613. (4) The reactants are [Li+].C[Si]([N-][Si](C)(C)C)(C)C.[CH:11]1[C:20]2[C:15](=[CH:16][CH:17]=[CH:18][CH:19]=2)[CH:14]=[CH:13][CH:12]=1.[CH3:21][NH:22][CH3:23].[CH2:24]1[CH2:28][O:27][CH2:26][CH2:25]1. The catalyst is CC(OC1C=CC=C(OC(C)C)C=1C1C(P(C2CCCCC2)C2CCCCC2)=CC=CC=1)C.CC(OC)(C)C.C1C=[C-]C(CCN)=CC=1.Cl[Pd+]. The product is [CH3:21][N:22]([CH3:23])[C:20]1[CH:19]=[CH:18][CH:17]=[C:16]2[C:15]=1[CH:14]=[C:13]1[CH2:12][CH2:11][C:26](=[O:27])[C:25]1=[C:24]2[C:28]1[CH:19]=[CH:20][CH:11]=[CH:12][CH:13]=1. The yield is 0.480.